This data is from Peptide-MHC class II binding affinity with 134,281 pairs from IEDB. The task is: Regression. Given a peptide amino acid sequence and an MHC pseudo amino acid sequence, predict their binding affinity value. This is MHC class II binding data. (1) The peptide sequence is LCQYLNTLTLAVPYN. The MHC is DRB1_0401 with pseudo-sequence DRB1_0401. The binding affinity (normalized) is 0.840. (2) The peptide sequence is MSMASSSSSSLLAMA. The MHC is DRB1_0101 with pseudo-sequence DRB1_0101. The binding affinity (normalized) is 0.420.